Dataset: Forward reaction prediction with 1.9M reactions from USPTO patents (1976-2016). Task: Predict the product of the given reaction. Given the reactants [C:1]([C:3]1[CH:4]=[N:5][CH:6]=[C:7]([CH:20]=1)[C:8]([N:10]=[S@@:11]([CH3:19])(=[O:18])[C:12]1[CH:17]=[CH:16][CH:15]=[CH:14][CH:13]=1)=[O:9])#[CH:2].C([C:23]1[CH:28]=[CH:27][CH:26]=[CH:25][C:24]=1[OH:29])#C, predict the reaction product. The product is: [OH:29][C:24]1[CH:25]=[CH:26][CH:27]=[CH:28][C:23]=1[C:2]#[C:1][C:3]1[CH:4]=[N:5][CH:6]=[C:7]([CH:20]=1)[C:8]([N:10]=[S@@:11]([CH3:19])(=[O:18])[C:12]1[CH:13]=[CH:14][CH:15]=[CH:16][CH:17]=1)=[O:9].